This data is from Catalyst prediction with 721,799 reactions and 888 catalyst types from USPTO. The task is: Predict which catalyst facilitates the given reaction. Reactant: [C:1]([CH:3]([C:18]1[CH:23]=[CH:22][CH:21]=[CH:20][CH:19]=1)[C:4]1(O)[CH2:9][CH2:8][N:7]([C:10]([O:12][C:13]([CH3:16])([CH3:15])[CH3:14])=[O:11])[CH2:6][CH2:5]1)#[N:2].O=S(Cl)Cl. Product: [C:1]([C:3]([C:18]1[CH:19]=[CH:20][CH:21]=[CH:22][CH:23]=1)=[C:4]1[CH2:5][CH2:6][N:7]([C:10]([O:12][C:13]([CH3:16])([CH3:15])[CH3:14])=[O:11])[CH2:8][CH2:9]1)#[N:2]. The catalyst class is: 17.